Task: Regression. Given a peptide amino acid sequence and an MHC pseudo amino acid sequence, predict their binding affinity value. This is MHC class I binding data.. Dataset: Peptide-MHC class I binding affinity with 185,985 pairs from IEDB/IMGT (1) The peptide sequence is SHYSHNPKL. The MHC is HLA-B40:01 with pseudo-sequence HLA-B40:01. The binding affinity (normalized) is 0.0847. (2) The peptide sequence is YFNTHDVYF. The MHC is HLA-A25:01 with pseudo-sequence HLA-A25:01. The binding affinity (normalized) is 0.0847. (3) The peptide sequence is AFPTSCHMFIICF. The MHC is HLA-B35:01 with pseudo-sequence HLA-B35:01. The binding affinity (normalized) is 0.0891. (4) The peptide sequence is WEITYLGTT. The MHC is HLA-B18:01 with pseudo-sequence HLA-B18:01. The binding affinity (normalized) is 0.474. (5) The peptide sequence is MLDPRFVKQ. The MHC is HLA-A02:01 with pseudo-sequence HLA-A02:01. The binding affinity (normalized) is 0.0847. (6) The peptide sequence is LPFYETLPEL. The MHC is HLA-B07:02 with pseudo-sequence HLA-B07:02. The binding affinity (normalized) is 0.595. (7) The peptide sequence is RQFTTAFEF. The MHC is Mamu-B52 with pseudo-sequence Mamu-B52. The binding affinity (normalized) is 0.993.